Dataset: Retrosynthesis with 50K atom-mapped reactions and 10 reaction types from USPTO. Task: Predict the reactants needed to synthesize the given product. (1) Given the product N#Cc1ccc(Br)c(C=Cc2ccc(OC(F)(F)F)cc2)c1, predict the reactants needed to synthesize it. The reactants are: CCOP(=O)(Cc1ccc(OC(F)(F)F)cc1)OCC.N#Cc1ccc(Br)c(C=O)c1. (2) Given the product CC1(C)OB(c2ccc3c(c2)CCN3)OC1(C)C, predict the reactants needed to synthesize it. The reactants are: CC(C)(C)OC(=O)N1CCc2cc(B3OC(C)(C)C(C)(C)O3)ccc21. (3) Given the product N#Cc1ccc(OCCCBr)cc1, predict the reactants needed to synthesize it. The reactants are: BrCCCBr.N#Cc1ccc(O)cc1. (4) Given the product Cn1c(=O)c2c(-c3cccc(F)c3)n3c(c2n(C)c1=O)C(c1nc(Cl)cs1)CC(CO)C3, predict the reactants needed to synthesize it. The reactants are: Cn1c(=O)c2c(-c3cccc(F)c3)n3c(c2n(C)c1=O)C(c1nc(Cl)cs1)=CC(CO)C3.